Dataset: Forward reaction prediction with 1.9M reactions from USPTO patents (1976-2016). Task: Predict the product of the given reaction. (1) Given the reactants C[O:2][C:3]1[CH:4]=[C:5]([C:9]2[C:10]3[CH2:24][CH2:23][CH2:22][N:21]([C:25]4[CH:30]=[CH:29][N:28]=[CH:27]N=4)[C:11]=3[N:12]=[C:13]([N:15]3[CH2:20][CH2:19][O:18][CH2:17][CH2:16]3)[N:14]=2)[CH:6]=[CH:7][CH:8]=1.[CH2:31]([S-])C.[Na+].O.C(OCC)(=O)C, predict the reaction product. The product is: [N:15]1([C:13]2[N:14]=[C:9]([C:5]3[CH:4]=[C:3]([OH:2])[CH:8]=[CH:7][CH:6]=3)[C:10]3[CH2:24][CH2:23][CH2:22][N:21]([C:25]4[CH:31]=[CH:27][N:28]=[CH:29][CH:30]=4)[C:11]=3[N:12]=2)[CH2:20][CH2:19][O:18][CH2:17][CH2:16]1. (2) The product is: [CH3:23][S:24]([O:27][CH:28]([CH:30]([C:34]1[CH:35]=[CH:36][CH:37]=[CH:38][CH:39]=1)[CH2:31][CH:32]=[O:33])[CH3:29])(=[O:26])=[O:25]. Given the reactants CC(OI1(OC(C)=O)(OC(C)=O)OC(=O)C2C1=CC=CC=2)=O.[CH3:23][S:24]([O:27][CH:28]([CH:30]([C:34]1[CH:39]=[CH:38][CH:37]=[CH:36][CH:35]=1)[CH2:31][CH2:32][OH:33])[CH3:29])(=[O:26])=[O:25].C(OCC)(=O)C.C(=O)([O-])O.[Na+], predict the reaction product. (3) The product is: [CH3:33][O:32][C:29]1[C:28]2[NH:27][C:26](=[O:34])[CH:25]=[CH:24][C:23]=2[C:22]([C:9]2[CH:10]=[C:11]3[C:16](=[CH:17][CH:18]=2)[NH:15][C:14](=[O:19])[CH:13]=[CH:12]3)=[CH:31][CH:30]=1. Given the reactants CC1(C)C(C)(C)OB([C:9]2[CH:10]=[C:11]3[C:16](=[CH:17][CH:18]=2)[NH:15][C:14](=[O:19])[CH:13]=[CH:12]3)O1.Br[C:22]1[CH:31]=[CH:30][C:29]([O:32][CH3:33])=[C:28]2[C:23]=1[CH:24]=[CH:25][C:26](=[O:34])[NH:27]2, predict the reaction product.